Dataset: NCI-60 drug combinations with 297,098 pairs across 59 cell lines. Task: Regression. Given two drug SMILES strings and cell line genomic features, predict the synergy score measuring deviation from expected non-interaction effect. (1) Drug 1: C1CCC(C1)C(CC#N)N2C=C(C=N2)C3=C4C=CNC4=NC=N3. Drug 2: C1CCC(CC1)NC(=O)N(CCCl)N=O. Cell line: IGROV1. Synergy scores: CSS=24.3, Synergy_ZIP=-9.31, Synergy_Bliss=-3.84, Synergy_Loewe=-2.71, Synergy_HSA=-1.66. (2) Drug 2: CC(C)NC(=O)C1=CC=C(C=C1)CNNC.Cl. Cell line: 786-0. Synergy scores: CSS=33.0, Synergy_ZIP=2.13, Synergy_Bliss=7.80, Synergy_Loewe=-21.5, Synergy_HSA=6.70. Drug 1: CC1C(C(CC(O1)OC2CC(CC3=C2C(=C4C(=C3O)C(=O)C5=C(C4=O)C(=CC=C5)OC)O)(C(=O)C)O)N)O.Cl. (3) Drug 1: C1CC(=O)NC(=O)C1N2CC3=C(C2=O)C=CC=C3N. Drug 2: CC1C(C(CC(O1)OC2CC(OC(C2O)C)OC3=CC4=CC5=C(C(=O)C(C(C5)C(C(=O)C(C(C)O)O)OC)OC6CC(C(C(O6)C)O)OC7CC(C(C(O7)C)O)OC8CC(C(C(O8)C)O)(C)O)C(=C4C(=C3C)O)O)O)O. Cell line: DU-145. Synergy scores: CSS=2.03, Synergy_ZIP=-1.55, Synergy_Bliss=-2.23, Synergy_Loewe=-1.80, Synergy_HSA=-1.73. (4) Drug 1: CC1=C2C(C(=O)C3(C(CC4C(C3C(C(C2(C)C)(CC1OC(=O)C(C(C5=CC=CC=C5)NC(=O)OC(C)(C)C)O)O)OC(=O)C6=CC=CC=C6)(CO4)OC(=O)C)O)C)O. Drug 2: CN1C2=C(C=C(C=C2)N(CCCl)CCCl)N=C1CCCC(=O)O.Cl. Cell line: SNB-75. Synergy scores: CSS=2.06, Synergy_ZIP=-2.33, Synergy_Bliss=-3.29, Synergy_Loewe=-3.70, Synergy_HSA=-2.11.